From a dataset of Catalyst prediction with 721,799 reactions and 888 catalyst types from USPTO. Predict which catalyst facilitates the given reaction. Reactant: [C:1]([O:7][CH2:8][CH2:9][CH2:10][CH2:11][Br:12])(=[O:6])[C:2]([CH3:5])([CH3:4])[CH3:3].[NH2:13][C:14]([NH2:16])=[S:15]. Product: [BrH:12].[C:1]([O:7][CH2:8][CH2:9][CH2:10][CH2:11][S:15][C:14](=[NH:13])[NH2:16])(=[O:6])[C:2]([CH3:5])([CH3:4])[CH3:3]. The catalyst class is: 8.